From a dataset of Full USPTO retrosynthesis dataset with 1.9M reactions from patents (1976-2016). Predict the reactants needed to synthesize the given product. (1) Given the product [CH2:14]([C@H:5]1[CH2:4][O:3][C:2]([CH3:17])([CH3:1])[N:6]1[C:7]([O:9][C:10]([CH3:13])([CH3:12])[CH3:11])=[O:8])[CH:15]=[CH:18][CH3:19], predict the reactants needed to synthesize it. The reactants are: [CH3:1][C:2]1([CH3:17])[N:6]([C:7]([O:9][C:10]([CH3:13])([CH3:12])[CH3:11])=[O:8])[C@@H:5]([CH2:14][CH:15]=O)[CH2:4][O:3]1.[CH3:18][CH2:19]CCCC. (2) The reactants are: [CH3:1][O:2][C:3]([C:5]1[C:6]([OH:26])=[C:7]2[C:12](=[CH:13][N:14]=1)[N:11]([CH2:15][C:16]1[CH:21]=[CH:20][C:19]([O:22][CH3:23])=[CH:18][CH:17]=1)[C:10](=[O:24])[C:9](Br)=[CH:8]2)=[O:4].[C:27]1([Sn](CCCC)(CCCC)CCCC)[CH:32]=[CH:31][CH:30]=[CH:29][CH:28]=1.CCOC(C)=O.Cl. Given the product [CH3:1][O:2][C:3]([C:5]1[C:6]([OH:26])=[C:7]2[C:12](=[CH:13][N:14]=1)[N:11]([CH2:15][C:16]1[CH:21]=[CH:20][C:19]([O:22][CH3:23])=[CH:18][CH:17]=1)[C:10](=[O:24])[C:9]([C:27]1[CH:32]=[CH:31][CH:30]=[CH:29][CH:28]=1)=[CH:8]2)=[O:4], predict the reactants needed to synthesize it. (3) Given the product [Cl:1][C:2]1[CH:7]=[CH:6][C:5]([CH:8]([C:15]2[C:23]3[C:18](=[C:19]([CH2:25][S:26][CH3:27])[CH:20]=[C:21]([F:24])[CH:22]=3)[NH:17][CH:16]=2)[CH2:9][CH2:10][OH:11])=[C:4]([CH3:28])[CH:3]=1, predict the reactants needed to synthesize it. The reactants are: [Cl:1][C:2]1[CH:7]=[CH:6][C:5]([CH:8]([C:15]2[C:23]3[C:18](=[C:19]([CH2:25][S:26][CH3:27])[CH:20]=[C:21]([F:24])[CH:22]=3)[NH:17][CH:16]=2)[CH2:9][C:10](OCC)=[O:11])=[C:4]([CH3:28])[CH:3]=1.[H-].[Al+3].[Li+].[H-].[H-].[H-].Cl. (4) Given the product [CH2:10]([N:17]1[CH2:23][CH2:22][CH2:21][O:20][CH:19]([CH2:24][NH:1][C:2]2[CH:7]=[CH:6][CH:5]=[CH:4][CH:3]=2)[CH2:18]1)[C:11]1[CH:12]=[CH:13][CH:14]=[CH:15][CH:16]=1, predict the reactants needed to synthesize it. The reactants are: [NH2:1][C:2]1[CH:7]=[CH:6][CH:5]=[CH:4][CH:3]=1.[Na+].[I-].[CH2:10]([N:17]1[CH2:23][CH2:22][CH2:21][O:20][CH:19]([CH2:24]Cl)[CH2:18]1)[C:11]1[CH:16]=[CH:15][CH:14]=[CH:13][CH:12]=1.O.